From a dataset of Peptide-MHC class II binding affinity with 134,281 pairs from IEDB. Regression. Given a peptide amino acid sequence and an MHC pseudo amino acid sequence, predict their binding affinity value. This is MHC class II binding data. (1) The peptide sequence is LVVRMYLSSQAIRLV. The binding affinity (normalized) is 0.484. The MHC is DRB1_1101 with pseudo-sequence DRB1_1101. (2) The peptide sequence is AAASVPAADKFKTFE. The MHC is HLA-DQA10104-DQB10503 with pseudo-sequence HLA-DQA10104-DQB10503. The binding affinity (normalized) is 0.253. (3) The peptide sequence is GSDPKKLVLDIKYTR. The MHC is DRB1_0301 with pseudo-sequence DRB1_0301. The binding affinity (normalized) is 0.759. (4) The peptide sequence is AGSKGEQGPKGEP. The MHC is DRB1_0401 with pseudo-sequence DRB1_0401. The binding affinity (normalized) is 0. (5) The peptide sequence is KFTQFAGKDLESIKG. The MHC is DRB1_1201 with pseudo-sequence DRB1_1201. The binding affinity (normalized) is 0.216. (6) The peptide sequence is IRYQTTATKSEHTGR. The MHC is DRB1_0401 with pseudo-sequence DRB1_0401. The binding affinity (normalized) is 0.472. (7) The peptide sequence is ASEGAVDIINRWQVV. The MHC is DRB3_0101 with pseudo-sequence DRB3_0101. The binding affinity (normalized) is 0.445. (8) The peptide sequence is FEAMYLGTCQTLTPM. The MHC is HLA-DQA10201-DQB10202 with pseudo-sequence HLA-DQA10201-DQB10202. The binding affinity (normalized) is 0.502.